From a dataset of Catalyst prediction with 721,799 reactions and 888 catalyst types from USPTO. Predict which catalyst facilitates the given reaction. (1) Reactant: [NH2:1][C:2]1[S:3][C:4]([C:10]2[CH:15]=[CH:14][C:13]([C:16]([OH:19])([CH3:18])[CH3:17])=[CH:12][C:11]=2[F:20])=[CH:5][C:6]=1[C:7]([NH2:9])=[O:8].Cl[C:22]1[CH:27]=[CH:26][N:25]=[C:24]([CH2:28][N:29]2[CH2:34][CH2:33][O:32][CH2:31][CH2:30]2)[N:23]=1.C([O-])([O-])=O.[K+].[K+].CC(C1C=C(C(C)C)C(C2C=CC=CC=2P(C2CCCCC2)C2CCCCC2)=C(C(C)C)C=1)C.C(O)(CC)(C)C. Product: [F:20][C:11]1[CH:12]=[C:13]([C:16]([OH:19])([CH3:17])[CH3:18])[CH:14]=[CH:15][C:10]=1[C:4]1[S:3][C:2]([NH:1][C:26]2[CH:27]=[CH:22][N:23]=[C:24]([CH2:28][N:29]3[CH2:30][CH2:31][O:32][CH2:33][CH2:34]3)[N:25]=2)=[C:6]([C:7]([NH2:9])=[O:8])[CH:5]=1. The catalyst class is: 110. (2) Reactant: [O:1]=[C:2]1[C@H:13]([CH2:14][C:15]([O:17]C(C)(C)C)=O)[CH2:12][CH:11]=[CH:10][CH2:9][CH2:8][C:7](=[O:22])[O:6][C@H:5]([C:23]2[CH:28]=[CH:27][CH:26]=[CH:25][CH:24]=2)[CH2:4][NH:3]1.C([SiH](CC)CC)C.FC(F)(F)C(O)=O.[CH3:43][N:44]1[CH2:49][CH2:48][CH:47]([CH2:50][NH2:51])[CH2:46][CH2:45]1. Product: [O:1]=[C:2]1[C@H:13]([CH2:14][C:15]([NH:51][CH2:50][CH:47]2[CH2:48][CH2:49][N:44]([CH3:43])[CH2:45][CH2:46]2)=[O:17])[CH2:12][CH:11]=[CH:10][CH2:9][CH2:8][C:7](=[O:22])[O:6][C@H:5]([C:23]2[CH:24]=[CH:25][CH:26]=[CH:27][CH:28]=2)[CH2:4][NH:3]1. The catalyst class is: 2.